From a dataset of Forward reaction prediction with 1.9M reactions from USPTO patents (1976-2016). Predict the product of the given reaction. (1) The product is: [F:2][C:3]1[CH:8]=[C:7]([F:9])[CH:6]=[CH:5][C:4]=1[N:10]1[CH:14]([C:15]2[CH:16]=[CH:17][C:18]([N:21]3[CH2:27][CH2:26][CH2:25][N:24]([S:40](=[O:42])(=[O:41])[N:39]([CH3:44])[CH3:38])[CH2:23][CH2:22]3)=[CH:19][CH:20]=2)[CH2:13][C:12]([C:28]([C:34]([F:35])([F:36])[F:37])([C:30]([F:31])([F:33])[F:32])[OH:29])=[N:11]1. Given the reactants Cl.[F:2][C:3]1[CH:8]=[C:7]([F:9])[CH:6]=[CH:5][C:4]=1[N:10]1[CH:14]([C:15]2[CH:20]=[CH:19][C:18]([N:21]3[CH2:27][CH2:26][CH2:25][NH:24][CH2:23][CH2:22]3)=[CH:17][CH:16]=2)[CH2:13][C:12]([C:28]([C:34]([F:37])([F:36])[F:35])([C:30]([F:33])([F:32])[F:31])[OH:29])=[N:11]1.[CH3:38][N:39]([CH3:44])[S:40](Cl)(=[O:42])=[O:41], predict the reaction product. (2) The product is: [CH2:28]([NH:32][CH2:1][C:3]1[N:4]=[CH:5][C:6]([NH:9][C:10](=[O:27])[CH:11]([NH:15][C:16](=[O:26])[CH2:17][C:18]2[CH:23]=[C:22]([F:24])[CH:21]=[C:20]([F:25])[CH:19]=2)[CH2:12][CH2:13][CH3:14])=[N:7][CH:8]=1)[CH:29]([CH3:31])[CH3:30]. Given the reactants [CH:1]([C:3]1[N:4]=[CH:5][C:6]([NH:9][C:10](=[O:27])[CH:11]([NH:15][C:16](=[O:26])[CH2:17][C:18]2[CH:23]=[C:22]([F:24])[CH:21]=[C:20]([F:25])[CH:19]=2)[CH2:12][CH2:13][CH3:14])=[N:7][CH:8]=1)=O.[CH2:28]([NH2:32])[CH:29]([CH3:31])[CH3:30].S([O-])([O-])(=O)=O.[Na+].[Na+].C(O[BH-](OC(=O)C)OC(=O)C)(=O)C.[Na+], predict the reaction product.